From a dataset of Forward reaction prediction with 1.9M reactions from USPTO patents (1976-2016). Predict the product of the given reaction. (1) Given the reactants [NH2:1][C:2]1[C:3]([C:19]#[N:20])=[C:4]([CH:16]=[CH:17][CH:18]=1)[O:5][CH2:6][C:7]([CH3:15])([CH3:14])[C:8]([NH:10][CH2:11][CH2:12][CH3:13])=[O:9].[C:21]([N:29]=[C:30]=[O:31])(=[O:28])[C:22]1[CH:27]=[CH:26][CH:25]=[CH:24][CH:23]=1, predict the reaction product. The product is: [C:19]([C:3]1[C:4]([O:5][CH2:6][C:7]([CH3:15])([CH3:14])[C:8](=[O:9])[NH:10][CH2:11][CH2:12][CH3:13])=[CH:16][CH:17]=[CH:18][C:2]=1[NH:1][C:30]([NH:29][C:21](=[O:28])[C:22]1[CH:23]=[CH:24][CH:25]=[CH:26][CH:27]=1)=[O:31])#[N:20]. (2) Given the reactants [C:1]([C:4]1[C:28](=[O:29])[C@@:8]2([CH3:30])[C:9]3[C:15]([OH:16])=[CH:14][C:13]([O:17][CH2:18][C:19]4[CH:24]=[CH:23][CH:22]=[CH:21][CH:20]=4)=[C:12]([C:25]([NH2:27])=[O:26])[C:10]=3[O:11][C:7]2=[CH:6][C:5]=1[OH:31])(=[O:3])[CH3:2].[CH3:32][C:33]1[CH:42]=[CH:41][C:40]2[C:35](=[CH:36][CH:37]=[CH:38][CH:39]=2)[C:34]=1[CH:43]=O.C([SiH](CC)CC)C.FC(F)(F)C(O)=O, predict the reaction product. The product is: [C:1]([C:4]1[C:28](=[O:29])[C@@:8]2([CH3:30])[C:9]3[C:15]([OH:16])=[CH:14][C:13]([O:17][CH2:18][C:19]4[CH:24]=[CH:23][CH:22]=[CH:21][CH:20]=4)=[C:12]([C:25]([NH:27][CH2:43][C:34]4[C:35]5[C:40](=[CH:39][CH:38]=[CH:37][CH:36]=5)[CH:41]=[CH:42][C:33]=4[CH3:32])=[O:26])[C:10]=3[O:11][C:7]2=[CH:6][C:5]=1[OH:31])(=[O:3])[CH3:2]. (3) Given the reactants [Cl:1][C:2]1[CH:3]=[C:4]([N:8]2[C:12]([C:13]3[CH:18]=[CH:17][N:16]=[C:15]([Cl:19])[CH:14]=3)=[CH:11][C:10]([C:20](O)=[O:21])=[N:9]2)[CH:5]=[CH:6][CH:7]=1.ClC1C=C(C2N(C3C=NC=CC=3)N=C(C([N:44]3[CH2:49][CH2:48][NH:47][C:46](=[O:50])[CH2:45]3)=O)C=2)C=C(F)C=1.O=C1CNCCN1, predict the reaction product. The product is: [Cl:1][C:2]1[CH:3]=[C:4]([N:8]2[C:12]([C:13]3[CH:18]=[CH:17][N:16]=[C:15]([Cl:19])[CH:14]=3)=[CH:11][C:10]([C:20]([N:44]3[CH2:49][CH2:48][NH:47][C:46](=[O:50])[CH2:45]3)=[O:21])=[N:9]2)[CH:5]=[CH:6][CH:7]=1. (4) Given the reactants [CH3:1][C@H:2]1[CH2:7][CH2:6][CH2:5][C@@H:4]([CH3:8])[N:3]1[C:9]1[N:13]2[CH:14]=[C:15]([O:18][C@H:19]3[C:28]4[C:23](=[CH:24][CH:25]=[CH:26][CH:27]=4)[C@@H:22]([NH2:29])[CH2:21][CH2:20]3)[CH:16]=[CH:17][C:12]2=[N:11][N:10]=1.[CH:30]1([NH:33][C:34](=[O:45])[O:35]C2C=CC([N+]([O-])=O)=CC=2)[CH2:32][CH2:31]1, predict the reaction product. The product is: [CH:34]([OH:45])=[O:35].[CH:30]1([NH:33][C:34]([NH:29][C@@H:22]2[C:23]3[C:28](=[CH:27][CH:26]=[CH:25][CH:24]=3)[C@H:19]([O:18][C:15]3[CH:16]=[CH:17][C:12]4[N:13]([C:9]([N:3]5[C@H:2]([CH3:1])[CH2:7][CH2:6][CH2:5][C@@H:4]5[CH3:8])=[N:10][N:11]=4)[CH:14]=3)[CH2:20][CH2:21]2)=[O:35])[CH2:32][CH2:31]1. (5) Given the reactants [NH2:1][C:2]1[CH:10]=[CH:9][C:8]([S:11]([C:14]2[CH:19]=[CH:18][C:17]([CH2:20][CH2:21][N:22](C(OC(C)(C)C)=O)[CH2:23][C@@H:24]([C:26]3[CH:31]=[CH:30][CH:29]=[C:28]([Cl:32])[CH:27]=3)[OH:25])=[CH:16][CH:15]=2)(=[O:13])=[O:12])=[CH:7][C:3]=1[C:4]([OH:6])=[O:5].[ClH:40], predict the reaction product. The product is: [ClH:32].[ClH:40].[NH2:1][C:2]1[CH:10]=[CH:9][C:8]([S:11]([C:14]2[CH:15]=[CH:16][C:17]([CH2:20][CH2:21][NH:22][CH2:23][C@@H:24]([C:26]3[CH:31]=[CH:30][CH:29]=[C:28]([Cl:32])[CH:27]=3)[OH:25])=[CH:18][CH:19]=2)(=[O:13])=[O:12])=[CH:7][C:3]=1[C:4]([OH:6])=[O:5]. (6) The product is: [CH:16]1([NH:19][C:5]2[CH:4]=[C:3]([C:2]([F:15])([F:14])[F:1])[CH:8]=[C:7]([C:9]([F:12])([F:11])[F:10])[CH:6]=2)[CH2:18][CH2:17]1. Given the reactants [F:1][C:2]([F:15])([F:14])[C:3]1[CH:4]=[C:5](Br)[CH:6]=[C:7]([C:9]([F:12])([F:11])[F:10])[CH:8]=1.[CH:16]1([NH2:19])[CH2:18][CH2:17]1.CC(C)([O-])C.[Na+], predict the reaction product. (7) Given the reactants [C:1]([O:5][C:6]([N:8]1[CH2:13][CH2:12][N:11]([C:14]2C(=O)N(CC(C)C)N=C(C3C=CC(C)=C(F)C=3)[C:19]=2C)[CH2:10][CH2:9]1)=[O:7])([CH3:4])([CH3:3])[CH3:2].[CH:34]1([CH2:37][N:38]2[C:43](=[O:44])[C:42]([CH2:45]CCOS(C)(=O)=O)=[CH:41][C:40]([C:53]3[CH:58]=[CH:57][C:56]([O:59][CH3:60])=[C:55]([F:61])[CH:54]=3)=[N:39]2)[CH2:36][CH2:35]1.N1(C(OC(C)(C)C)=O)CCNCC1, predict the reaction product. The product is: [CH:34]1([CH2:37][N:38]2[C:43](=[O:44])[C:42]([CH2:45][CH2:19][CH2:14][N:11]3[CH2:12][CH2:13][N:8]([C:6]([O:5][C:1]([CH3:2])([CH3:4])[CH3:3])=[O:7])[CH2:9][CH2:10]3)=[CH:41][C:40]([C:53]3[CH:58]=[CH:57][C:56]([O:59][CH3:60])=[C:55]([F:61])[CH:54]=3)=[N:39]2)[CH2:36][CH2:35]1.